This data is from Reaction yield outcomes from USPTO patents with 853,638 reactions. The task is: Predict the reaction yield, written as a fraction of the theoretical maximum amount of product (1.0 means a 100% yield; for example, 0.34 means a 34% yield). (1) The reactants are [C:1](O)(=O)[C:2]1[CH:7]=[CH:6][CH:5]=[N:4][CH:3]=1.[NH2:10][NH:11][C:12]([NH2:14])=[S:13].[NH4+].[OH-]. The catalyst is O. The product is [N:4]1[CH:5]=[CH:6][CH:7]=[C:2]([C:1]2[S:13][C:12]([NH2:14])=[N:11][N:10]=2)[CH:3]=1. The yield is 0.500. (2) The reactants are [N+:1]([C:4]1[CH:12]=[C:11]2[C:7]([C:8]([C:13]3[CH2:18][CH2:17][C:16](=O)[CH2:15][CH:14]=3)=[CH:9][NH:10]2)=[CH:6][CH:5]=1)([O-:3])=[O:2].CC(O)=O.[CH:24]([NH2:27])([CH3:26])[CH3:25].[BH-](OC(C)=O)(OC(C)=O)OC(C)=O.[Na+].[OH-].[Na+]. The catalyst is ClCCCl. The product is [CH:24]([NH:27][CH:16]1[CH2:17][CH2:18][C:13]([C:8]2[C:7]3[C:11](=[CH:12][C:4]([N+:1]([O-:3])=[O:2])=[CH:5][CH:6]=3)[NH:10][CH:9]=2)=[CH:14][CH2:15]1)([CH3:26])[CH3:25]. The yield is 0.730. (3) The reactants are [Cl-:1].[Cl-].[N+](C1C=C([N+]([O-])=O)C=CC=1[N+:15]1[CH:20]=[CH:19][C:18]([C:21]2[CH:26]=[CH:25][N+:24](C3C=CC([N+]([O-])=O)=CC=3[N+]([O-])=O)=[CH:23][CH:22]=2)=[CH:17][CH:16]=1)([O-])=O.[C:39]([C:43]1[CH:44]=[C:45]([CH:47]=[CH:48][CH:49]=1)N)([CH3:42])([CH3:41])[CH3:40]. The catalyst is O. The product is [Cl-:1].[Cl-:1].[C:39]([C:43]1[CH:44]=[C:45]([N+:24]2[CH:23]=[CH:22][C:21]([C:18]3[CH:17]=[CH:16][N+:15]([C:48]4[CH:47]=[CH:45][CH:44]=[C:43]([C:39]([CH3:42])([CH3:41])[CH3:40])[CH:49]=4)=[CH:20][CH:19]=3)=[CH:26][CH:25]=2)[CH:47]=[CH:48][CH:49]=1)([CH3:42])([CH3:41])[CH3:40]. The yield is 0.700. (4) The reactants are C1(N2CCN(CC3CCC4C(=CC=CC=4)N3)CC2)C2C(=CC=CC=2)C=CN=1.[F:28][C:29]1[CH:38]=[C:37]2[C:32]([CH:33]=[CH:34][C:35]([CH2:39][N:40]3[CH2:45][CH2:44][N:43]([C:46]4[CH:54]=[CH:53][CH:52]=[C:51]5[C:47]=4[CH:48]=[CH:49][NH:50]5)[CH2:42][CH2:41]3)=[N:36]2)=[CH:31][CH:30]=1. No catalyst specified. The product is [F:28][C:29]1[CH:38]=[C:37]2[C:32]([CH2:33][CH2:34][CH:35]([CH2:39][N:40]3[CH2:45][CH2:44][N:43]([C:46]4[CH:54]=[CH:53][CH:52]=[C:51]5[C:47]=4[CH:48]=[CH:49][NH:50]5)[CH2:42][CH2:41]3)[NH:36]2)=[CH:31][CH:30]=1. The yield is 0.450. (5) The reactants are [Br:1][C:2]1[CH:3]=[N:4][NH:5][CH:6]=1.FC(F)(F)S(O[CH2:13][C:14]([F:17])([F:16])[F:15])(=O)=O.C(=O)([O-])[O-].[Cs+].[Cs+].O1CCOCC1. No catalyst specified. The product is [Br:1][C:2]1[CH:3]=[N:4][N:5]([CH2:13][C:14]([F:17])([F:16])[F:15])[CH:6]=1. The yield is 0.771. (6) The reactants are [CH:1]1[C:13]2[C:12](=[CH:14][C:15]([NH:17][CH2:18][CH2:19][CH2:20][CH2:21][CH2:22][CH2:23][CH2:24][C:25](O)=[O:26])=[O:16])[C:11]3[C:6](=[CH:7][CH:8]=[CH:9][CH:10]=3)[C:5]=2[CH:4]=[CH:3][CH:2]=1.Cl.C(N=C=NCCCN(C)C)C.OC1C2N=NNC=2C=CC=1.C(N(CC)CC)C.[F:57][C:58]1[CH:63]=[CH:62][C:61]([NH2:64])=[C:60]([NH2:65])[CH:59]=1. The catalyst is [Cl-].[Na+].O.CN(C=O)C. The product is [CH:10]1[C:11]2[C:12](=[CH:14][C:15]([NH:17][CH2:18][CH2:19][CH2:20][CH2:21][CH2:22][CH2:23][CH2:24][C:25]([NH:64][C:61]3[CH:62]=[CH:63][C:58]([F:57])=[CH:59][C:60]=3[NH2:65])=[O:26])=[O:16])[C:13]3[C:5](=[CH:4][CH:3]=[CH:2][CH:1]=3)[C:6]=2[CH:7]=[CH:8][CH:9]=1. The yield is 0.700.